This data is from NCI-60 drug combinations with 297,098 pairs across 59 cell lines. The task is: Regression. Given two drug SMILES strings and cell line genomic features, predict the synergy score measuring deviation from expected non-interaction effect. (1) Drug 1: CN(C(=O)NC(C=O)C(C(C(CO)O)O)O)N=O. Drug 2: C1CN(P(=O)(OC1)NCCCl)CCCl. Cell line: NCI-H460. Synergy scores: CSS=-0.749, Synergy_ZIP=0.660, Synergy_Bliss=0.328, Synergy_Loewe=-0.923, Synergy_HSA=-1.02. (2) Drug 1: C1=C(C(=O)NC(=O)N1)F. Drug 2: C(CC(=O)O)C(=O)CN.Cl. Cell line: OVCAR3. Synergy scores: CSS=69.2, Synergy_ZIP=-0.533, Synergy_Bliss=-0.236, Synergy_Loewe=-4.54, Synergy_HSA=3.66. (3) Drug 1: CC1C(C(CC(O1)OC2CC(CC3=C2C(=C4C(=C3O)C(=O)C5=C(C4=O)C(=CC=C5)OC)O)(C(=O)CO)O)N)O.Cl. Drug 2: C(CN)CNCCSP(=O)(O)O. Cell line: SK-MEL-5. Synergy scores: CSS=15.0, Synergy_ZIP=-4.14, Synergy_Bliss=-0.872, Synergy_Loewe=-28.0, Synergy_HSA=-0.557. (4) Drug 1: CS(=O)(=O)C1=CC(=C(C=C1)C(=O)NC2=CC(=C(C=C2)Cl)C3=CC=CC=N3)Cl. Synergy scores: CSS=-0.132, Synergy_ZIP=1.57, Synergy_Bliss=3.02, Synergy_Loewe=-3.52, Synergy_HSA=-0.739. Drug 2: CCN(CC)CCNC(=O)C1=C(NC(=C1C)C=C2C3=C(C=CC(=C3)F)NC2=O)C. Cell line: M14.